Dataset: Reaction yield outcomes from USPTO patents with 853,638 reactions. Task: Predict the reaction yield, written as a fraction of the theoretical maximum amount of product (1.0 means a 100% yield; for example, 0.34 means a 34% yield). (1) The reactants are [Br:1][C:2]1[CH:3]=[C:4]2[C:8](=[CH:9][C:10]=1[N+:11]([O-:13])=[O:12])[NH:7][CH2:6][CH2:5]2.C(C1C(=O)C(Cl)=C(Cl)C(=O)C=1C#N)#N. The catalyst is O1CCOCC1. The product is [Br:1][C:2]1[CH:3]=[C:4]2[C:8](=[CH:9][C:10]=1[N+:11]([O-:13])=[O:12])[NH:7][CH:6]=[CH:5]2. The yield is 0.380. (2) The reactants are [NH:1]1[CH:7]([CH2:8][CH2:9][C:10]([OH:12])=O)[C:5](=[O:6])[NH:4][C:2]1=[O:3].Cl.Cl.[CH3:15][C:16]1[CH:25]=[C:24]([CH2:26][O:27][C:28]2[CH:34]=[CH:33][C:31]([NH2:32])=[CH:30][CH:29]=2)[C:23]2[C:18](=[CH:19][CH:20]=[CH:21][CH:22]=2)[N:17]=1.N1CC(=O)NC1=O. No catalyst specified. The product is [O:3]=[C:2]1[NH:1][CH:7]([CH2:8][CH2:9][C:10]([NH:32][C:31]2[CH:30]=[CH:29][C:28]([O:27][CH2:26][C:24]3[C:23]4[C:18](=[CH:19][CH:20]=[CH:21][CH:22]=4)[N:17]=[C:16]([CH3:15])[CH:25]=3)=[CH:34][CH:33]=2)=[O:12])[C:5](=[O:6])[NH:4]1. The yield is 0.440. (3) The reactants are [N:1]1[CH:6]=[CH:5][CH:4]=[CH:3][C:2]=1[C:7]1[N:11]=[C:10]([C:12]2[CH:17]=[C:16]([C:18]#[N:19])[CH:15]=[C:14](Br)[CH:13]=2)[O:9][N:8]=1.B1([C:27]2[CH:32]=[CH:31][CH:30]=[N:29][CH:28]=2)OCCCO1.COCCOC.C(=O)([O-])[O-].[Na+].[Na+]. The catalyst is CCCCCC.C(OCC)C.C1C=CC([P]([Pd]([P](C2C=CC=CC=2)(C2C=CC=CC=2)C2C=CC=CC=2)([P](C2C=CC=CC=2)(C2C=CC=CC=2)C2C=CC=CC=2)[P](C2C=CC=CC=2)(C2C=CC=CC=2)C2C=CC=CC=2)(C2C=CC=CC=2)C2C=CC=CC=2)=CC=1.C(OCC)(=O)C. The product is [N:1]1[CH:6]=[CH:5][CH:4]=[CH:3][C:2]=1[C:7]1[N:11]=[C:10]([C:12]2[CH:13]=[C:14]([C:27]3[CH:28]=[N:29][CH:30]=[CH:31][CH:32]=3)[CH:15]=[C:16]([C:18]#[N:19])[CH:17]=2)[O:9][N:8]=1. The yield is 0.220.